From a dataset of Full USPTO retrosynthesis dataset with 1.9M reactions from patents (1976-2016). Predict the reactants needed to synthesize the given product. (1) Given the product [Cl:1][C:2]1[CH:3]=[C:4]([CH:26]=[CH:27][C:28]=1[O:29][CH2:30][C:31]1[CH:36]=[CH:35][CH:34]=[CH:33][CH:32]=1)[NH:5][C:6]1[C:15]2[C:10](=[CH:11][C:12]([O:24][CH3:25])=[CH:13][C:14]=2[O:16][CH:17]2[CH2:18][CH2:19][N:20]([CH3:23])[CH2:21][CH2:22]2)[N:9]=[CH:8][N:7]=1, predict the reactants needed to synthesize it. The reactants are: [Cl:1][C:2]1[CH:3]=[C:4]([CH:26]=[CH:27][C:28]=1[OH:29])[NH:5][C:6]1[C:15]2[C:10](=[CH:11][C:12]([O:24][CH3:25])=[CH:13][C:14]=2[O:16][CH:17]2[CH2:22][CH2:21][N:20]([CH3:23])[CH2:19][CH2:18]2)[N:9]=[CH:8][N:7]=1.[CH2:30](Cl)[C:31]1[CH:36]=[CH:35][CH:34]=[CH:33][CH:32]=1. (2) Given the product [OH:4][C:3]1[CH:2]=[CH:23][C:25]2[N:29]([N:28]=[CH:27][CH:26]=2)[C:30]=1[C:31]([O:33][CH2:34][CH3:35])=[O:32], predict the reactants needed to synthesize it. The reactants are: F[C:2](F)(F)[CH2:3][O:4]P(CC(OCC)=O)(OCC(F)(F)F)=O.[H-].[Na+].[CH:23]([C:25]1[N:29]([CH2:30][C:31]([O:33][CH2:34][CH3:35])=[O:32])[N:28]=[CH:27][CH:26]=1)=O.[Cl-].[NH4+]. (3) Given the product [Cl:3][C:4]1[C:9]2[CH:10]=[C:11]([C:13]([OH:15])=[O:14])[O:12][C:8]=2[CH:7]=[C:6]([N+:17]([O-:19])=[O:18])[C:5]=1[O:20][CH3:21], predict the reactants needed to synthesize it. The reactants are: [OH-].[Li+].[Cl:3][C:4]1[C:9]2[CH:10]=[C:11]([C:13]([O:15]C)=[O:14])[O:12][C:8]=2[CH:7]=[C:6]([N+:17]([O-:19])=[O:18])[C:5]=1[O:20][CH3:21]. (4) The reactants are: [F:1][C:2]([F:7])([F:6])[C:3](O)=O.[O:8]([CH2:15][C:16]1[CH:24]=[C:19]2C=[N:21][CH2:22][CH2:23][N:18]2[N:17]=1)[C:9]1[CH:14]=[CH:13][CH:12]=[CH:11][CH:10]=1.F.[K].C[Si](C(F)(F)F)(C)C.C([O-])([O-])=O.[Na+].[Na+]. Given the product [O:8]([CH2:15][C:16]1[CH:24]=[C:19]2[CH:3]([C:2]([F:7])([F:6])[F:1])[NH:21][CH2:22][CH2:23][N:18]2[N:17]=1)[C:9]1[CH:10]=[CH:11][CH:12]=[CH:13][CH:14]=1, predict the reactants needed to synthesize it. (5) Given the product [O:25]1[C:34]2[CH:33]=[C:32]([CH2:35][NH:1][CH:2]3[CH2:3][CH2:4][N:5]([CH2:8][CH2:9][N:10]4[C:18]5[C:13](=[CH:14][CH:15]=[C:16]([O:19][CH3:20])[CH:17]=5)[CH:12]=[C:11]4[C:21]([O:23][CH3:24])=[O:22])[CH2:6][CH2:7]3)[N:31]=[CH:30][C:29]=2[O:28][CH2:27][CH2:26]1, predict the reactants needed to synthesize it. The reactants are: [NH2:1][CH:2]1[CH2:7][CH2:6][N:5]([CH2:8][CH2:9][N:10]2[C:18]3[C:13](=[CH:14][CH:15]=[C:16]([O:19][CH3:20])[CH:17]=3)[CH:12]=[C:11]2[C:21]([O:23][CH3:24])=[O:22])[CH2:4][CH2:3]1.[O:25]1[C:34]2[CH:33]=[C:32]([CH:35]=O)[N:31]=[CH:30][C:29]=2[O:28][CH2:27][CH2:26]1.C(O[BH-](OC(=O)C)OC(=O)C)(=O)C.[Na+]. (6) Given the product [CH3:20][O:19][C:16]1[CH:15]=[CH:14][C:13]([CH:9]([C:6]2[CH:5]=[CH:4][C:3]([O:2][CH3:1])=[CH:8][CH:7]=2)[CH2:10][C:11]#[N:12])=[CH:18][CH:17]=1, predict the reactants needed to synthesize it. The reactants are: [CH3:1][O:2][C:3]1[CH:8]=[CH:7][C:6]([C:9]([C:13]2[CH:18]=[CH:17][C:16]([O:19][CH3:20])=[CH:15][CH:14]=2)=[CH:10][C:11]#[N:12])=[CH:5][CH:4]=1. (7) Given the product [CH2:28]([O:9][C:8](=[O:10])[CH2:7][CH2:6][C:5]1[CH:11]=[CH:12][C:13]2[O:14][CH2:1][O:2][C:3]=2[CH:4]=1)[CH3:29], predict the reactants needed to synthesize it. The reactants are: [CH2:1]1[O:14][C:13]2[CH:12]=[CH:11][C:5]([CH:6]=[CH:7][C:8]([OH:10])=[O:9])=[CH:4][C:3]=2[O:2]1.[H][H].P([O-])([O-])([O-])=O.P([O-])(O)(O)=O.[K+].[C:28](#N)[CH3:29]. (8) Given the product [CH3:11][O:9][C:8]([C:6]1[O:7][C:3]([CH:1]=[O:2])=[CH:4][CH:5]=1)=[O:10], predict the reactants needed to synthesize it. The reactants are: [CH:1]([C:3]1[O:7][C:6]([C:8]([OH:10])=[O:9])=[CH:5][CH:4]=1)=[O:2].[CH3:11][Si](C=[N+]=[N-])(C)C.